From a dataset of Reaction yield outcomes from USPTO patents with 853,638 reactions. Predict the reaction yield, written as a fraction of the theoretical maximum amount of product (1.0 means a 100% yield; for example, 0.34 means a 34% yield). (1) The reactants are [NH:1]1[CH2:4][CH:3]([CH2:5][C:6]2[N:14]3[C:9]([C:10]([NH2:15])=[N:11][CH:12]=[N:13]3)=[C:8]([C:16]3[CH:17]=[CH:18][C:19]4[C:23]([CH:24]=3)=[N:22][N:21]([CH2:25][C:26]3[CH:31]=[CH:30][CH:29]=[CH:28][CH:27]=3)[CH:20]=4)[CH:7]=2)[CH2:2]1.[CH3:32][N:33]([CH3:38])[CH2:34][C:35](O)=[O:36].CCN=C=NCCCN(C)C.Cl.C1C=CC2N(O)N=NC=2C=1.C(N(CC)C(C)C)(C)C. The catalyst is CN(C=O)C. The product is [CH2:25]([N:21]1[CH:20]=[C:19]2[C:23]([CH:24]=[C:16]([C:8]3[CH:7]=[C:6]([CH2:5][CH:3]4[CH2:4][N:1]([C:35](=[O:36])[CH2:34][N:33]([CH3:38])[CH3:32])[CH2:2]4)[N:14]4[C:9]=3[C:10]([NH2:15])=[N:11][CH:12]=[N:13]4)[CH:17]=[CH:18]2)=[N:22]1)[C:26]1[CH:31]=[CH:30][CH:29]=[CH:28][CH:27]=1. The yield is 0.220. (2) The reactants are [F:1][C:2]1[CH:3]=[CH:4][C:5]([CH2:8][NH:9][CH:10]=O)=[N:6][CH:7]=1.P(Cl)(Cl)(Cl)=O. The catalyst is C1(C)C=CC=CC=1. The product is [F:1][C:2]1[CH:3]=[CH:4][C:5]2[N:6]([CH:10]=[N:9][CH:8]=2)[CH:7]=1. The yield is 0.960. (3) The reactants are COC(=O)[O:4][C:5]1[CH:10]=[C:9]([N+:11]([O-:13])=[O:12])[C:8]([C:14]([CH3:17])([CH3:16])[CH3:15])=[CH:7][C:6]=1[C:18]([CH3:21])([CH3:20])[CH3:19].COC(=O)OC1C([N+]([O-])=O)=CC(C(C)(C)C)=CC=1C(C)(C)C.[OH-].[K+].Cl. The catalyst is CO. The product is [C:18]([C:6]1[CH:7]=[C:8]([C:14]([CH3:16])([CH3:15])[CH3:17])[C:9]([N+:11]([O-:13])=[O:12])=[CH:10][C:5]=1[OH:4])([CH3:19])([CH3:20])[CH3:21]. The yield is 0.290. (4) The reactants are Cl.Cl.[CH3:3][C:4]1([N:8]2[CH2:12][CH2:11][CH2:10][CH2:9]2)[CH2:7][NH:6][CH2:5]1.CCN(C(C)C)C(C)C.[CH3:22][C:23]([O:26][C:27]([N:29]([C:47]([O:49][C:50]([CH3:53])([CH3:52])[CH3:51])=[O:48])[N:30]([C:38]1[C:43]([F:44])=[C:42](Cl)[N:41]=[C:40]([Cl:46])[N:39]=1)[C:31]([O:33][C:34]([CH3:37])([CH3:36])[CH3:35])=[O:32])=[O:28])([CH3:25])[CH3:24]. The catalyst is CN(C=O)C. The product is [Cl:46][C:40]1[N:39]=[C:38]([N:30]([C:31]([O:33][C:34]([CH3:37])([CH3:36])[CH3:35])=[O:32])[N:29]([C:27]([O:26][C:23]([CH3:22])([CH3:24])[CH3:25])=[O:28])[C:47]([O:49][C:50]([CH3:51])([CH3:52])[CH3:53])=[O:48])[C:43]([F:44])=[C:42]([N:6]2[CH2:7][C:4]([CH3:3])([N:8]3[CH2:12][CH2:11][CH2:10][CH2:9]3)[CH2:5]2)[N:41]=1. The yield is 0.770. (5) The reactants are [Cl:1][C:2]1[CH:3]=[C:4]([S:10]([N:13]=[C:14]([NH:22][CH2:23][CH3:24])[N:15]2[CH2:19][CH:18]([CH2:20][CH3:21])[CH:17]=[N:16]2)(=[O:12])=[O:11])[CH:5]=[CH:6][C:7]=1[O:8]C.B(Br)(Br)Br. The catalyst is C(Cl)Cl. The product is [Cl:1][C:2]1[CH:3]=[C:4]([S:10]([N:13]=[C:14]([NH:22][CH2:23][CH3:24])[N:15]2[CH2:19][CH:18]([CH2:20][CH3:21])[CH:17]=[N:16]2)(=[O:12])=[O:11])[CH:5]=[CH:6][C:7]=1[OH:8]. The yield is 0.840. (6) The yield is 0.150. The reactants are [CH3:1][C:2]1[N:3]=[C:4]([C:7]2([N:13]([C:17]3[CH:22]=[CH:21][CH:20]=[CH:19][CH:18]=3)[C:14](=[O:16])[CH3:15])[CH2:12][CH2:11][NH:10][CH2:9][CH2:8]2)[S:5][CH:6]=1.[N:23]1[CH:28]=[CH:27][CH:26]=[CH:25][C:24]=1[CH:29]=O.C(O[BH-](OC(=O)C)OC(=O)C)(=O)C.[Na+].C(OCC)(=O)C. The product is [CH3:1][C:2]1[N:3]=[C:4]([C:7]2([N:13]([C:17]3[CH:18]=[CH:19][CH:20]=[CH:21][CH:22]=3)[C:14](=[O:16])[CH3:15])[CH2:12][CH2:11][N:10]([CH2:29][C:24]3[CH:25]=[CH:26][CH:27]=[CH:28][N:23]=3)[CH2:9][CH2:8]2)[S:5][CH:6]=1. The catalyst is C(Cl)(Cl)Cl.C(O)(=O)C. (7) The catalyst is C(Cl)Cl.CO. The product is [ClH:38].[C:1]([C:5]1[O:9][N:8]=[C:7]([NH:10][C:11]([NH:13][C:14]2[CH:19]=[CH:18][CH:17]=[C:16]([O:20][C:21]3[C:30]4[C:25](=[CH:26][C:27]([O:33][CH2:34][CH2:35][O:36][CH3:37])=[C:28]([O:31][CH3:32])[CH:29]=4)[N:24]=[CH:23][N:22]=3)[CH:15]=2)=[O:12])[CH:6]=1)([CH3:4])([CH3:2])[CH3:3]. The yield is 0.963. The reactants are [C:1]([C:5]1[O:9][N:8]=[C:7]([NH:10][C:11]([NH:13][C:14]2[CH:19]=[CH:18][CH:17]=[C:16]([O:20][C:21]3[C:30]4[C:25](=[CH:26][C:27]([O:33][CH2:34][CH2:35][O:36][CH3:37])=[C:28]([O:31][CH3:32])[CH:29]=4)[N:24]=[CH:23][N:22]=3)[CH:15]=2)=[O:12])[CH:6]=1)([CH3:4])([CH3:3])[CH3:2].[ClH:38].CCOCC.